Dataset: Forward reaction prediction with 1.9M reactions from USPTO patents (1976-2016). Task: Predict the product of the given reaction. (1) Given the reactants [C:1]([NH:24][CH2:25][CH2:26][C:27]([OH:29])=O)(=[O:23])[CH2:2][CH2:3]/[CH:4]=[CH:5]\[CH2:6]/[CH:7]=[CH:8]\[CH2:9]/[CH:10]=[CH:11]\[CH2:12]/[CH:13]=[CH:14]\[CH2:15]/[CH:16]=[CH:17]\[CH2:18]/[CH:19]=[CH:20]\[CH2:21][CH3:22].[NH2:30][C:31]1[S:32][C:33]2[CH2:39][C@H:38]([N:40]([CH2:48][CH2:49][CH3:50])[C:41](=[O:47])[O:42][C:43]([CH3:46])([CH3:45])[CH3:44])[CH2:37][CH2:36][C:34]=2[N:35]=1.CN(C(ON1N=NC2C=CC=NC1=2)=[N+](C)C)C.F[P-](F)(F)(F)(F)F.CCN(C(C)C)C(C)C, predict the reaction product. The product is: [C:1]([NH:24][CH2:25][CH2:26][C:27]([NH:30][C:31]1[S:32][C:33]2[CH2:39][C@H:38]([N:40]([CH2:48][CH2:49][CH3:50])[C:41](=[O:47])[O:42][C:43]([CH3:44])([CH3:45])[CH3:46])[CH2:37][CH2:36][C:34]=2[N:35]=1)=[O:29])(=[O:23])[CH2:2][CH2:3]/[CH:4]=[CH:5]\[CH2:6]/[CH:7]=[CH:8]\[CH2:9]/[CH:10]=[CH:11]\[CH2:12]/[CH:13]=[CH:14]\[CH2:15]/[CH:16]=[CH:17]\[CH2:18]/[CH:19]=[CH:20]\[CH2:21][CH3:22]. (2) The product is: [CH2:7]([O:6][P:4]([CH2:9]/[CH:10]=[CH:11]/[C:12]1[CH:13]=[C:14]([CH:15]=[CH:16][CH:17]=1)[C:25]#[N:26])([O:3][CH2:1][CH3:2])=[O:5])[CH3:8]. Given the reactants [CH2:1]([O:3][P:4]([CH2:9]/[CH:10]=[CH:11]/[C:12]1[CH:13]=[C:14](NC(=O)C)[CH:15]=[CH:16][CH:17]=1)([O:6][CH2:7][CH3:8])=[O:5])[CH3:2].IC1C=[C:25](C=CC=1)[NH:26]C(=O)C, predict the reaction product. (3) Given the reactants [Si:1]([O:8][CH:9]1[CH:13]([N:14]2[CH2:19][CH2:18][N:17]([CH3:20])[CH2:16][CH2:15]2)[CH2:12][N:11]([C:21]([C:23]2[C:24]([Cl:39])=[C:25]([NH:31]C(=O)OC(C)(C)C)[CH:26]=[C:27]([C:29]#[N:30])[CH:28]=2)=[O:22])[CH2:10]1)([C:4]([CH3:7])([CH3:6])[CH3:5])([CH3:3])[CH3:2].C(O)(C(F)(F)F)=O, predict the reaction product. The product is: [NH2:31][C:25]1[CH:26]=[C:27]([CH:28]=[C:23]([C:21]([N:11]2[CH2:12][CH:13]([N:14]3[CH2:15][CH2:16][N:17]([CH3:20])[CH2:18][CH2:19]3)[CH:9]([O:8][Si:1]([C:4]([CH3:7])([CH3:6])[CH3:5])([CH3:3])[CH3:2])[CH2:10]2)=[O:22])[C:24]=1[Cl:39])[C:29]#[N:30]. (4) Given the reactants C(=O)([O-])[O-].[K+].[K+].[C:7]([N:10]1[CH2:28][CH2:27][C:13]2([N:17]([C:18]3[CH:23]=[CH:22][C:21]([CH3:24])=[CH:20][CH:19]=3)[C:16](=[O:25])[NH:15][C:14]2=[O:26])[CH2:12][CH2:11]1)(=[O:9])[CH3:8].Cl[CH2:30][C:31]([NH:33][C:34]1[C:39]([CH:40]([CH3:42])[CH3:41])=[CH:38][CH:37]=[CH:36][C:35]=1[CH:43]([CH3:45])[CH3:44])=[O:32].O, predict the reaction product. The product is: [C:7]([N:10]1[CH2:11][CH2:12][C:13]2([N:17]([C:18]3[CH:23]=[CH:22][C:21]([CH3:24])=[CH:20][CH:19]=3)[C:16](=[O:25])[N:15]([CH2:30][C:31]([NH:33][C:34]3[C:39]([CH:40]([CH3:41])[CH3:42])=[CH:38][CH:37]=[CH:36][C:35]=3[CH:43]([CH3:45])[CH3:44])=[O:32])[C:14]2=[O:26])[CH2:27][CH2:28]1)(=[O:9])[CH3:8]. (5) Given the reactants [OH:1][N:2]=[C:3]([C:5]1[CH:13]=[CH:12][C:11]2[NH:10][C:9]3[CH:14]([CH2:17][C:18]([O:20][CH2:21][CH3:22])=[O:19])[CH2:15][CH2:16][C:8]=3[C:7]=2[CH:6]=1)[NH2:4].[CH:23]([O:26][C:27]1[CH:35]=[CH:34][C:30]([C:31](O)=O)=[CH:29][C:28]=1[S:36]([CH3:39])(=[O:38])=[O:37])([CH3:25])[CH3:24], predict the reaction product. The product is: [CH:23]([O:26][C:27]1[CH:35]=[CH:34][C:30]([C:31]2[O:1][N:2]=[C:3]([C:5]3[CH:13]=[CH:12][C:11]4[NH:10][C:9]5[CH:14]([CH2:17][C:18]([O:20][CH2:21][CH3:22])=[O:19])[CH2:15][CH2:16][C:8]=5[C:7]=4[CH:6]=3)[N:4]=2)=[CH:29][C:28]=1[S:36]([CH3:39])(=[O:38])=[O:37])([CH3:24])[CH3:25]. (6) Given the reactants [Br:1][C:2]1[CH:9]=[CH:8][C:5]([CH2:6]Br)=[CH:4][CH:3]=1.C(N(CC)CC)C.[CH:17]12[CH2:23][CH:20]([CH2:21][CH2:22]1)[CH2:19][NH:18]2, predict the reaction product. The product is: [Br:1][C:2]1[CH:9]=[CH:8][C:5]([CH2:6][N:18]2[CH2:19][CH:20]3[CH2:23][CH:17]2[CH2:22][CH2:21]3)=[CH:4][CH:3]=1. (7) Given the reactants [Li]CCCC.[Br:6][C:7]1[CH:12]=[CH:11][C:10](Br)=[CH:9][N:8]=1.[CH2:14]1[O:16][CH2:15]1, predict the reaction product. The product is: [Br:6][C:7]1[CH:12]=[CH:11][C:10]([CH2:14][CH2:15][OH:16])=[CH:9][N:8]=1.